Task: Predict the product of the given reaction.. Dataset: Forward reaction prediction with 1.9M reactions from USPTO patents (1976-2016) (1) Given the reactants [Li]CCCC.C(NC(C)C)(C)C.[Cl:13][C:14]1[CH:19]=[CH:18][CH:17]=[C:16]([C:20]([F:23])([F:22])[F:21])[N:15]=1.[I:24]I.Cl, predict the reaction product. The product is: [Cl:13][C:14]1[N:15]=[C:16]([C:20]([F:21])([F:22])[F:23])[C:17]([I:24])=[CH:18][CH:19]=1. (2) The product is: [Cl:1][C:2]1[CH:3]=[N+:4]([O-:27])[CH:5]=[C:6]([Cl:26])[C:7]=1[CH2:8][C@@H:9]([C:11]1[CH:16]=[CH:15][C:14]([O:17][CH:18]([F:20])[F:19])=[C:13]([O:21][CH2:22][CH:23]2[CH2:25][CH2:24]2)[CH:12]=1)[O:10][C:45](=[O:46])[CH2:44][N:38]1[C:37](=[O:48])[C:36]2[C:40](=[CH:41][CH:42]=[C:34]([CH2:33][NH:32][S:29]([CH3:28])(=[O:31])=[O:30])[CH:35]=2)[C:39]1=[O:43]. Given the reactants [Cl:1][C:2]1[CH:3]=[N+:4]([O-:27])[CH:5]=[C:6]([Cl:26])[C:7]=1[CH2:8][C@@H:9]([C:11]1[CH:16]=[CH:15][C:14]([O:17][CH:18]([F:20])[F:19])=[C:13]([O:21][CH2:22][CH:23]2[CH2:25][CH2:24]2)[CH:12]=1)[OH:10].[CH3:28][S:29]([NH:32][CH2:33][C:34]1[CH:35]=[C:36]2[C:40](=[CH:41][CH:42]=1)[C:39](=[O:43])[N:38]([CH2:44][C:45](O)=[O:46])[C:37]2=[O:48])(=[O:31])=[O:30].C(Cl)CCl, predict the reaction product. (3) Given the reactants [NH2:1][C:2]1[N:7]=[CH:6][C:5]([C@@H:8]2[CH2:12][N:11](C(OC(C)(C)C)=O)[C@H:10]([C:20]([O:22][CH3:23])=[O:21])[CH2:9]2)=[CH:4][C:3]=1[C:24]1[CH:29]=[CH:28][C:27]([C:30]([O:32]C(C)(C)C)=[O:31])=[C:26]([F:37])[CH:25]=1.[C:38]([OH:44])([C:40]([F:43])([F:42])[F:41])=[O:39], predict the reaction product. The product is: [OH:44][C:38]([C:40]([F:43])([F:42])[F:41])=[O:39].[OH:44][C:38]([C:40]([F:43])([F:42])[F:41])=[O:39].[NH2:1][C:2]1[C:3]([C:24]2[CH:29]=[CH:28][C:27]([C:30]([OH:32])=[O:31])=[C:26]([F:37])[CH:25]=2)=[CH:4][C:5]([C@H:8]2[CH2:9][C@@H:10]([C:20]([O:22][CH3:23])=[O:21])[NH:11][CH2:12]2)=[CH:6][N:7]=1. (4) Given the reactants [F:1][C:2]1[CH:3]=[C:4]([CH:12]=[C:13]([F:15])[CH:14]=1)[O:5][CH2:6][CH2:7][C:8]([O:10]C)=O.FC(F)(F)S(O)(=O)=O, predict the reaction product. The product is: [F:15][C:13]1[CH:14]=[C:2]([F:1])[CH:3]=[C:4]2[C:12]=1[C:8](=[O:10])[CH2:7][CH2:6][O:5]2. (5) The product is: [Cl:36][C:35]([Cl:38])([Cl:37])[CH2:34][O:33][C:31](=[O:32])[NH:1][C:2]1[N:6]([C:7]2[CH:12]=[CH:11][CH:10]=[C:9]([O:13][CH2:14][CH2:15][O:16][CH:17]3[CH2:22][CH2:21][CH2:20][CH2:19][O:18]3)[CH:8]=2)[N:5]=[C:4]([C:23]([C:24]#[N:25])([CH3:27])[CH3:26])[CH:3]=1. Given the reactants [NH2:1][C:2]1[N:6]([C:7]2[CH:12]=[CH:11][CH:10]=[C:9]([O:13][CH2:14][CH2:15][O:16][CH:17]3[CH2:22][CH2:21][CH2:20][CH2:19][O:18]3)[CH:8]=2)[N:5]=[C:4]([C:23]([CH3:27])([CH3:26])[C:24]#[N:25])[CH:3]=1.[OH-].[Na+].Cl[C:31]([O:33][CH2:34][C:35]([Cl:38])([Cl:37])[Cl:36])=[O:32], predict the reaction product. (6) Given the reactants [NH2:1][C:2]([CH:8]1[CH2:10][CH2:9]1)([CH:5]1[CH2:7][CH2:6]1)[C:3]#[N:4].[H-].C([Al+]CC(C)C)C(C)C, predict the reaction product. The product is: [CH:5]1([C:2]([CH:8]2[CH2:10][CH2:9]2)([NH2:1])[CH2:3][NH2:4])[CH2:7][CH2:6]1. (7) Given the reactants Br[C:2]1[C:11]2[C:6](=[CH:7][CH:8]=[CH:9][CH:10]=2)[CH:5]=[C:4]([CH3:12])[C:3]=1[OH:13].OC(C(F)(F)F)=O.[O:21]1[C:32]2[C:33]3[C:28]([C:29](B(O)O)=[CH:30][CH:31]=2)=[N:27][CH:26]=[CH:25][C:24]=3[CH2:23][CH2:22]1.C([O-])([O-])=O.[K+].[K+].CC(N(C)C)=O, predict the reaction product. The product is: [O:21]1[C:32]2[C:33]3[C:28]([C:29]([C:2]4[C:11]5[C:6](=[CH:7][CH:8]=[CH:9][CH:10]=5)[CH:5]=[C:4]([CH3:12])[C:3]=4[OH:13])=[CH:30][CH:31]=2)=[N:27][CH:26]=[CH:25][C:24]=3[CH2:23][CH2:22]1. (8) Given the reactants [F:1][C:2]1[CH:24]=[CH:23][C:5]([CH2:6][NH:7][C:8]([C:10]2[C:19]([OH:20])=[C:18]3[C:13]([CH:14]=[CH:15][CH:16]=[N:17]3)=[C:12]([NH:21][CH3:22])[N:11]=2)=[O:9])=[CH:4][CH:3]=1.[CH3:25][Si](C=[N+]=[N-])(C)C, predict the reaction product. The product is: [F:1][C:2]1[CH:3]=[CH:4][C:5]([CH2:6][NH:7][C:8]([C:10]2[C:19]([O:20][CH3:25])=[C:18]3[C:13]([CH:14]=[CH:15][CH:16]=[N:17]3)=[C:12]([NH:21][CH3:22])[N:11]=2)=[O:9])=[CH:23][CH:24]=1.